Regression. Given two drug SMILES strings and cell line genomic features, predict the synergy score measuring deviation from expected non-interaction effect. From a dataset of NCI-60 drug combinations with 297,098 pairs across 59 cell lines. (1) Drug 1: CN1CCC(CC1)COC2=C(C=C3C(=C2)N=CN=C3NC4=C(C=C(C=C4)Br)F)OC. Drug 2: COC1=C2C(=CC3=C1OC=C3)C=CC(=O)O2. Cell line: OVCAR3. Synergy scores: CSS=13.5, Synergy_ZIP=3.43, Synergy_Bliss=7.50, Synergy_Loewe=-15.2, Synergy_HSA=-2.36. (2) Drug 1: CN1C(=O)N2C=NC(=C2N=N1)C(=O)N. Drug 2: CN(C(=O)NC(C=O)C(C(C(CO)O)O)O)N=O. Cell line: MALME-3M. Synergy scores: CSS=-0.680, Synergy_ZIP=0.677, Synergy_Bliss=1.37, Synergy_Loewe=-0.663, Synergy_HSA=-1.20. (3) Drug 1: COC1=NC(=NC2=C1N=CN2C3C(C(C(O3)CO)O)O)N. Drug 2: CCC1=C2CN3C(=CC4=C(C3=O)COC(=O)C4(CC)O)C2=NC5=C1C=C(C=C5)O. Cell line: CAKI-1. Synergy scores: CSS=11.5, Synergy_ZIP=2.08, Synergy_Bliss=3.97, Synergy_Loewe=-38.4, Synergy_HSA=1.80. (4) Drug 1: C1CN1P(=S)(N2CC2)N3CC3. Drug 2: CN(CCCl)CCCl.Cl. Cell line: NCI/ADR-RES. Synergy scores: CSS=-0.730, Synergy_ZIP=-1.56, Synergy_Bliss=-4.42, Synergy_Loewe=-6.82, Synergy_HSA=-5.44. (5) Drug 1: C1CC(C1)(C(=O)O)C(=O)O.[NH2-].[NH2-].[Pt+2]. Cell line: K-562. Drug 2: CC1CCC2CC(C(=CC=CC=CC(CC(C(=O)C(C(C(=CC(C(=O)CC(OC(=O)C3CCCCN3C(=O)C(=O)C1(O2)O)C(C)CC4CCC(C(C4)OC)OCCO)C)C)O)OC)C)C)C)OC. Synergy scores: CSS=2.08, Synergy_ZIP=-3.29, Synergy_Bliss=-8.53, Synergy_Loewe=-9.12, Synergy_HSA=-9.04. (6) Drug 1: C1CCN(CC1)CCOC2=CC=C(C=C2)C(=O)C3=C(SC4=C3C=CC(=C4)O)C5=CC=C(C=C5)O. Drug 2: C1=NC2=C(N=C(N=C2N1C3C(C(C(O3)CO)O)F)Cl)N. Cell line: SK-MEL-2. Synergy scores: CSS=51.0, Synergy_ZIP=0.456, Synergy_Bliss=0.765, Synergy_Loewe=-22.0, Synergy_HSA=-1.30. (7) Drug 1: C1=NC2=C(N1)C(=S)N=CN2. Drug 2: CC1=C(C(=O)C2=C(C1=O)N3CC4C(C3(C2COC(=O)N)OC)N4)N. Cell line: OVCAR3. Synergy scores: CSS=59.0, Synergy_ZIP=-5.03, Synergy_Bliss=-5.51, Synergy_Loewe=-7.57, Synergy_HSA=-1.28.